This data is from CYP2C9 inhibition data for predicting drug metabolism from PubChem BioAssay. The task is: Regression/Classification. Given a drug SMILES string, predict its absorption, distribution, metabolism, or excretion properties. Task type varies by dataset: regression for continuous measurements (e.g., permeability, clearance, half-life) or binary classification for categorical outcomes (e.g., BBB penetration, CYP inhibition). Dataset: cyp2c9_veith. The compound is CNc1ccnc(-c2ccccc2C)n1. The result is 0 (non-inhibitor).